From a dataset of Reaction yield outcomes from USPTO patents with 853,638 reactions. Predict the reaction yield, written as a fraction of the theoretical maximum amount of product (1.0 means a 100% yield; for example, 0.34 means a 34% yield). (1) The reactants are [NH2:1][C:2]1[CH:9]=[CH:8][CH:7]=[CH:6][C:3]=1[C:4]#[N:5].P(=O)(O)(O)O.[N+]([O-])(O)=O.[N:19]([O-])=O.[Na+].C([O-])(=O)C.[K+].[C:28]([CH2:31][C:32](=[O:34])[CH3:33])(=[O:30])[CH3:29]. The catalyst is O.C(O)C. The product is [C:28]([C:31](=[N:19][NH:1][C:2]1[CH:9]=[CH:8][CH:7]=[CH:6][C:3]=1[C:4]#[N:5])[C:32](=[O:34])[CH3:33])(=[O:30])[CH3:29]. The yield is 0.410. (2) The reactants are Br[C:2]1[CH:7]=[CH:6][CH:5]=[CH:4][N:3]=1.[CH2:8]([C:12]1[O:13][C:14]2[C:20]([Cl:21])=[CH:19][CH:18]=[CH:17][C:15]=2[N:16]=1)[CH2:9][C:10]#[CH:11]. No catalyst specified. The product is [Cl:21][C:20]1[C:14]2[O:13][C:12]([CH2:8][CH2:9][C:10]#[C:11][C:2]3[CH:7]=[CH:6][CH:5]=[CH:4][N:3]=3)=[N:16][C:15]=2[CH:17]=[CH:18][CH:19]=1. The yield is 0.440. (3) The reactants are [CH3:1][N:2]1[CH:6]=[C:5](B2OC(C)(C)C(C)(C)O2)[CH:4]=[N:3]1.Br[C:17]1[CH:22]=[CH:21][C:20]([C:23]2[S:27][C:26]([NH2:28])=[N:25][N:24]=2)=[C:19]([Cl:29])[CH:18]=1.C([O-])([O-])=O.[Na+].[Na+]. The catalyst is O1CCOCC1.O.C1C=CC([P]([Pd]([P](C2C=CC=CC=2)(C2C=CC=CC=2)C2C=CC=CC=2)([P](C2C=CC=CC=2)(C2C=CC=CC=2)C2C=CC=CC=2)[P](C2C=CC=CC=2)(C2C=CC=CC=2)C2C=CC=CC=2)(C2C=CC=CC=2)C2C=CC=CC=2)=CC=1. The product is [Cl:29][C:19]1[CH:18]=[C:17]([C:5]2[CH:4]=[N:3][N:2]([CH3:1])[CH:6]=2)[CH:22]=[CH:21][C:20]=1[C:23]1[S:27][C:26]([NH2:28])=[N:25][N:24]=1. The yield is 0.470. (4) The reactants are [N:1]1([C:7]2[N:12]([CH3:13])[C:11](=[O:14])[CH:10]=[C:9]([C:15]3[CH:20]=[CH:19][N:18]=[CH:17][C:16]=3F)[N:8]=2)[CH2:6][CH2:5][O:4][CH2:3][CH2:2]1.[F:22][C:23]1[CH:30]=[CH:29][C:26]([CH2:27][OH:28])=[CH:25][CH:24]=1.[H-].[Na+].[ClH:33]. The catalyst is O1CCCC1.CO. The product is [ClH:33].[F:22][C:23]1[CH:30]=[CH:29][C:26]([CH2:27][O:28][C:16]2[CH:17]=[N:18][CH:19]=[CH:20][C:15]=2[C:9]2[N:8]=[C:7]([N:1]3[CH2:6][CH2:5][O:4][CH2:3][CH2:2]3)[N:12]([CH3:13])[C:11](=[O:14])[CH:10]=2)=[CH:25][CH:24]=1. The yield is 0.310.